This data is from Forward reaction prediction with 1.9M reactions from USPTO patents (1976-2016). The task is: Predict the product of the given reaction. Given the reactants Cl[C:2]1[CH:3]=[C:4]([N:14](CC2C=CC(OC)=CC=2)[C:15]2[CH:20]=[CH:19][CH:18]=[CH:17][CH:16]=2)[C:5]2[N:6]([C:8]([C:11]([OH:13])=O)=[CH:9][N:10]=2)[N:7]=1.[NH2:30][C:31]1[CH:32]=[N:33][CH:34]=[CH:35][CH:36]=1.CCN=C=NCCCN(C)C.C1C=CC2N(O)N=NC=2C=1.C(N(CC)CC)C.[NH2:65][C@H:66]1[CH2:71][CH2:70][C@H:69]([NH2:72])[CH2:68][CH2:67]1, predict the reaction product. The product is: [NH2:65][C@H:66]1[CH2:71][CH2:70][C@H:69]([NH:72][C:2]2[CH:3]=[C:4]([NH:14][C:15]3[CH:16]=[CH:17][CH:18]=[CH:19][CH:20]=3)[C:5]3[N:6]([C:8]([C:11]([NH:30][C:31]4[CH:32]=[N:33][CH:34]=[CH:35][CH:36]=4)=[O:13])=[CH:9][N:10]=3)[N:7]=2)[CH2:68][CH2:67]1.